From a dataset of Full USPTO retrosynthesis dataset with 1.9M reactions from patents (1976-2016). Predict the reactants needed to synthesize the given product. (1) Given the product [C:1]([O:5][C:6]([N:8]([CH3:17])[CH2:9][CH2:10][C:11](=[O:16])[C:12]([O:14][CH3:15])=[O:13])=[O:7])([CH3:3])([CH3:2])[CH3:4], predict the reactants needed to synthesize it. The reactants are: [C:1]([O:5][C:6]([N:8]([CH3:17])[CH2:9][CH2:10][CH:11]([OH:16])[C:12]([O:14][CH3:15])=[O:13])=[O:7])([CH3:4])([CH3:3])[CH3:2].CC(OI1(OC(C)=O)(OC(C)=O)OC(=O)C2C=CC=CC1=2)=O.C([O-])(O)=O.[Na+]. (2) Given the product [NH2:1][C:2]1[C:3]([N+:12]([O-:14])=[O:13])=[C:4]([CH:8]=[C:9]([N:15]2[CH2:20][CH2:19][O:18][CH2:17][CH2:16]2)[CH:10]=1)[C:5]([O:7][CH3:21])=[O:6], predict the reactants needed to synthesize it. The reactants are: [NH2:1][C:2]1[C:3]([N+:12]([O-:14])=[O:13])=[C:4]([CH:8]=[C:9](Cl)[CH:10]=1)[C:5]([O-:7])=[O:6].[NH:15]1[CH2:20][CH2:19][O:18][CH2:17][CH2:16]1.[C:21]([O-])([O-])=O.[K+].[K+]. (3) Given the product [F:1][C:2]1[CH:3]=[C:4]2[C:11]([C:12]3[N:13]=[N:14][C:15]4[C:20]5([CH2:22][CH2:21]5)[C:19](=[O:23])[NH:18][C:16]=4[N:17]=3)=[N:10][NH:9][C:5]2=[N:6][C:7]=1[CH3:8], predict the reactants needed to synthesize it. The reactants are: [F:1][C:2]1[CH:3]=[C:4]2[C:11]([C:12]3[N:13]=[N:14][C:15]4[C:20]5([CH2:22][CH2:21]5)[C:19](=[O:23])[NH:18][C:16]=4[N:17]=3)=[N:10][N:9](CC3C=CC(OC)=CC=3)[C:5]2=[N:6][C:7]=1[CH3:8].[N+]([O-])([O-])=O.[Ce+4].[NH4+].[N+]([O-])([O-])=O.[N+]([O-])([O-])=O.[N+]([O-])([O-])=O.[N+]([O-])([O-])=O.O. (4) Given the product [NH2:8][C:9]1[S:10][CH:11]=[C:12]([CH2:14][CH2:15][NH:16][C:24]2[CH:29]=[CH:28][C:27]([NH:30][C:31]([C:33]3[C:34]([C:39]4[CH:40]=[CH:41][C:42]([C:45]([F:48])([F:46])[F:47])=[CH:43][CH:44]=4)=[CH:35][CH:36]=[CH:37][CH:38]=3)=[O:32])=[CH:26][CH:25]=2)[N:13]=1, predict the reactants needed to synthesize it. The reactants are: C(OC([NH:8][C:9]1[S:10][CH:11]=[C:12]([CH2:14][CH2:15][N:16]([C:24]2[CH:29]=[CH:28][C:27]([NH:30][C:31]([C:33]3[CH:38]=[CH:37][CH:36]=[CH:35][C:34]=3[C:39]3[CH:44]=[CH:43][C:42]([C:45]([F:48])([F:47])[F:46])=[CH:41][CH:40]=3)=[O:32])=[CH:26][CH:25]=2)C(=O)OC(C)(C)C)[N:13]=1)=O)(C)(C)C.FC(F)(F)C(O)=O. (5) Given the product [CH:36]1([CH2:39][O:40][C:41]2[CH:48]=[CH:47][C:46]([C:2]3[N:10]=[CH:9][N:8]=[C:7]4[C:3]=3[N:4]=[C:5]([C:11]3[CH:16]=[CH:15][C:14]([N:17]5[CH2:22][CH2:21][O:20][CH2:19][CH2:18]5)=[CH:13][CH:12]=3)[NH:6]4)=[CH:45][C:42]=2[C:43]#[N:44])[CH2:38][CH2:37]1, predict the reactants needed to synthesize it. The reactants are: Cl[C:2]1[N:10]=[CH:9][N:8]=[C:7]2[C:3]=1[N:4]=[C:5]([C:11]1[CH:16]=[CH:15][C:14]([N:17]3[CH2:22][CH2:21][O:20][CH2:19][CH2:18]3)=[CH:13][CH:12]=1)[NH:6]2.O1CCOCC1.O.C([O-])([O-])=O.[K+].[K+].[CH:36]1([CH2:39][O:40][C:41]2[CH:48]=[CH:47][C:46](B3OC(C)(C)C(C)(C)O3)=[CH:45][C:42]=2[C:43]#[N:44])[CH2:38][CH2:37]1. (6) Given the product [CH3:1][O:4][C:10]1[CH:9]=[CH:8][C:7](/[CH:18]=[CH:19]/[C:41]2[CH:42]=[CH:43][N:38]([C:35]3[CH:36]=[CH:37][C:32]([O:31][CH2:30][CH2:29][N:24]4[CH2:28][CH2:27][CH2:26][CH2:25]4)=[CH:33][CH:34]=3)[C:39](=[O:44])[CH:40]=2)=[CH:12][CH:11]=1, predict the reactants needed to synthesize it. The reactants are: [C:1](=[O:4])([O-])[O-].[K+].[K+].[C:7]1([CH3:18])[CH:12]=[CH:11][C:10](S(OC)(=O)=O)=[CH:9][CH:8]=1.[CH3:19]N(C=O)C.[N:24]1([CH2:29][CH2:30][O:31][C:32]2[CH:37]=[CH:36][C:35]([N:38]3[CH:43]=[CH:42][CH:41]=[CH:40][C:39]3=[O:44])=[CH:34][CH:33]=2)[CH2:28][CH2:27][CH2:26][CH2:25]1. (7) Given the product [Cl:1][C:2]1[C:10]2[N:9]=[C:8]3[N:11]([C:16]4[CH:24]=[CH:23][C:19]([C:20]([N:44]([CH3:45])[CH3:42])=[O:22])=[CH:18][C:17]=4[CH3:25])[CH2:12][CH2:13][CH2:14][CH2:15][N:7]3[C:6]=2[C:5]([CH:26]([CH2:27][CH3:28])[CH2:29][CH3:30])=[CH:4][CH:3]=1, predict the reactants needed to synthesize it. The reactants are: [Cl:1][C:2]1[C:10]2[N:9]=[C:8]3[N:11]([C:16]4[CH:24]=[CH:23][C:19]([C:20]([OH:22])=O)=[CH:18][C:17]=4[CH3:25])[CH2:12][CH2:13][CH2:14][CH2:15][N:7]3[C:6]=2[C:5]([CH:26]([CH2:29][CH3:30])[CH2:27][CH3:28])=[CH:4][CH:3]=1.ON1C2C=CC=CC=2N=N1.Cl.[CH2:42]([N:44]=[C:45]=NCCCN(C)C)C.CNC.